From a dataset of Full USPTO retrosynthesis dataset with 1.9M reactions from patents (1976-2016). Predict the reactants needed to synthesize the given product. (1) Given the product [C:1]1([CH3:33])[CH:6]=[CH:5][C:4]([C:7]2[CH:8]=[N:9][N:10]3[C:15]([C:16]4[CH:21]=[CH:20][C:19]([CH3:22])=[CH:18][CH:17]=4)=[C:14]([CH:23]([CH2:29][CH2:30][CH3:31])[C:24]([OH:26])=[O:25])[C:13]([CH3:32])=[N:12][C:11]=23)=[CH:3][CH:2]=1, predict the reactants needed to synthesize it. The reactants are: [C:1]1([CH3:33])[CH:6]=[CH:5][C:4]([C:7]2[CH:8]=[N:9][N:10]3[C:15]([C:16]4[CH:21]=[CH:20][C:19]([CH3:22])=[CH:18][CH:17]=4)=[C:14]([CH:23]([CH2:29][CH2:30][CH3:31])[C:24]([O:26]CC)=[O:25])[C:13]([CH3:32])=[N:12][C:11]=23)=[CH:3][CH:2]=1.[OH-].[Na+]. (2) Given the product [Br:22][C:23]([CH:24]([C:2]1[CH:16]=[CH:15][C:5]([O:6][CH2:7][CH2:8][N:9]2[CH2:12][CH:11]([CH2:13][F:14])[CH2:10]2)=[CH:4][CH:3]=1)[OH:41])=[C:32]([C:31]1[CH:30]=[C:29]([O:34][CH:35]2[CH2:40][CH2:39][CH2:38][CH2:37][O:36]2)[CH:28]=[CH:27][C:26]=1[OH:25])[CH3:33], predict the reactants needed to synthesize it. The reactants are: Br[C:2]1[CH:16]=[CH:15][C:5]([O:6][CH2:7][CH2:8][N:9]2[CH2:12][CH:11]([CH2:13][F:14])[CH2:10]2)=[CH:4][CH:3]=1.[Li]CCCC.[Br:22][C:23]1[CH:24]([OH:41])[O:25][C:26]2[C:31]([C:32]=1[CH3:33])=[CH:30][C:29]([O:34][CH:35]1[CH2:40][CH2:39][CH2:38][CH2:37][O:36]1)=[CH:28][CH:27]=2. (3) Given the product [CH:1]1([C:4]([N:6]2[CH2:10][CH2:9][C@@H:8]([CH2:11][NH:12][C:13]3[C:14]([NH2:20])=[CH:15][C:16]([F:19])=[CH:17][CH:18]=3)[CH2:7]2)=[O:5])[CH2:3][CH2:2]1, predict the reactants needed to synthesize it. The reactants are: [CH:1]1([C:4]([N:6]2[CH2:10][CH2:9][C@@H:8]([CH2:11][NH:12][C:13]3[CH:18]=[CH:17][C:16]([F:19])=[CH:15][C:14]=3[N+:20]([O-])=O)[CH2:7]2)=[O:5])[CH2:3][CH2:2]1. (4) Given the product [I:24][C:25]1[CH:30]=[CH:29][N:28]=[C:27]([O:4][CH:2]([CH3:3])[CH3:1])[CH:26]=1, predict the reactants needed to synthesize it. The reactants are: [CH3:1][CH:2]([OH:4])[CH3:3].C1(P(C2C=CC=CC=2)C2C=CC=CC=2)C=CC=CC=1.[I:24][C:25]1[CH:30]=[CH:29][NH:28][C:27](=O)[CH:26]=1.CC(OC(/N=N/C(OC(C)C)=O)=O)C. (5) Given the product [NH2:20][C:18](=[O:19])[C@H:17]([NH:16][C:6]1[C:5]([F:24])=[CH:4][C:3]([C:1]([NH2:2])=[O:31])=[C:8]([NH:9][C:10]2[S:14][N:13]=[C:12]([CH3:15])[CH:11]=2)[CH:7]=1)[CH2:21][O:22][CH3:23], predict the reactants needed to synthesize it. The reactants are: [C:1]([C:3]1[C:8]([NH:9][C:10]2[S:14][N:13]=[C:12]([CH3:15])[CH:11]=2)=[CH:7][C:6]([NH:16][C@H:17]([CH2:21][O:22][CH3:23])[C:18]([NH2:20])=[O:19])=[C:5]([F:24])[CH:4]=1)#[N:2].[OH-].[Na+].OO.CC(O)=[O:31]. (6) Given the product [CH2:1]([C@@H:8]1[CH2:13][N:12]([CH2:14][C:15]2[CH:20]=[CH:19][CH:18]=[CH:17][CH:16]=2)[CH2:11][CH2:10][N:9]1[C:21]([C:23]1[N:24]=[CH:25][N:26]([C@H:34]2[CH2:39][CH2:38][CH2:37][CH2:36][C@@H:35]2[NH:40][C:49](=[O:50])[O:51][CH3:52])[C:27]=1[C:28]1[CH:33]=[CH:32][CH:31]=[CH:30][CH:29]=1)=[O:22])[C:2]1[CH:3]=[CH:4][CH:5]=[CH:6][CH:7]=1, predict the reactants needed to synthesize it. The reactants are: [CH2:1]([C@@H:8]1[CH2:13][N:12]([CH2:14][C:15]2[CH:20]=[CH:19][CH:18]=[CH:17][CH:16]=2)[CH2:11][CH2:10][N:9]1[C:21]([C:23]1[N:24]=[CH:25][N:26]([C@H:34]2[CH2:39][CH2:38][CH2:37][CH2:36][C@@H:35]2[NH2:40])[C:27]=1[C:28]1[CH:33]=[CH:32][CH:31]=[CH:30][CH:29]=1)=[O:22])[C:2]1[CH:7]=[CH:6][CH:5]=[CH:4][CH:3]=1.C(N(CC)CC)C.Cl[C:49]([O:51][CH3:52])=[O:50]. (7) Given the product [C:1]([O:5][C:6](=[O:30])[NH:7][CH:8]([C:12]1[N:21]([CH2:22][C:23]2[CH:28]=[CH:27][CH:26]=[CH:25][CH:24]=2)[C:15]2[CH:16]=[CH:17][C:18]([CH3:20])=[CH:19][C:14]=2[N:13]=1)[CH:9]([CH3:11])[CH3:10])([CH3:4])([CH3:3])[CH3:2], predict the reactants needed to synthesize it. The reactants are: [C:1]([O:5][C:6](=[O:30])[NH:7][CH:8]([C:12](=O)[NH:13][C:14]1[CH:19]=[C:18]([CH3:20])[CH:17]=[CH:16][C:15]=1[NH:21][CH2:22][C:23]1[CH:28]=[CH:27][CH:26]=[CH:25][CH:24]=1)[CH:9]([CH3:11])[CH3:10])([CH3:4])([CH3:3])[CH3:2]. (8) Given the product [Br:10][C:11]1[CH:16]=[C:15]([F:17])[C:14]([N+:18]([O-:6])=[O:5])=[C:13]([F:19])[CH:12]=1, predict the reactants needed to synthesize it. The reactants are: B1([O-])OO1.[OH2:5].[OH2:6].O.O.[Na+].[Br:10][C:11]1[CH:16]=[C:15]([F:17])[C:14]([NH2:18])=[C:13]([F:19])[CH:12]=1. (9) Given the product [CH3:82][C:81]1[N:80]([C:9]2[CH:10]=[CH:11][C:12]([O:15][CH2:16][CH2:17][CH2:18][CH2:19][CH2:20][CH2:21][C:22]3[CH:23]=[CH:24][CH:25]=[CH:26][CH:27]=3)=[CH:13][CH:14]=2)[C:85]([C:62]2[CH:63]=[CH:64][C:65]([O:35][C@H:36]([CH2:42][C:43]3[CH:44]=[CH:45][CH:46]=[CH:47][CH:48]=3)[C:37]([O:39][CH2:40][CH3:41])=[O:38])=[CH:66][CH:67]=2)=[CH:84][CH:83]=1, predict the reactants needed to synthesize it. The reactants are: CC1N(CC[C:9]2[CH:14]=[CH:13][C:12]([O:15][CH2:16][CH2:17][CH2:18][CH2:19][CH2:20][CH2:21][C:22]3[CH:27]=[CH:26][CH:25]=[CH:24][CH:23]=3)=[CH:11][CH:10]=2)C(C2C=CC(O)=CC=2)=CC=1.[OH:35][C@@H:36]([CH2:42][C:43]1[CH:48]=[CH:47][CH:46]=[CH:45][CH:44]=1)[C:37]([O:39][CH2:40][CH3:41])=[O:38].[C:62]1(P([C:62]2[CH:67]=[CH:66][CH:65]=[CH:64][CH:63]=2)[C:62]2[CH:67]=[CH:66][CH:65]=[CH:64][CH:63]=2)[CH:67]=[CH:66][CH:65]=[CH:64][CH:63]=1.N(C([N:80]1[CH2:85][CH2:84][CH2:83][CH2:82][CH2:81]1)=O)=NC([N:80]1[CH2:85][CH2:84][CH2:83][CH2:82][CH2:81]1)=O.